The task is: Regression. Given two drug SMILES strings and cell line genomic features, predict the synergy score measuring deviation from expected non-interaction effect.. This data is from NCI-60 drug combinations with 297,098 pairs across 59 cell lines. (1) Drug 1: CC12CCC3C(C1CCC2=O)CC(=C)C4=CC(=O)C=CC34C. Drug 2: CC1=C(C(=O)C2=C(C1=O)N3CC4C(C3(C2COC(=O)N)OC)N4)N. Cell line: SK-MEL-2. Synergy scores: CSS=54.8, Synergy_ZIP=-10.7, Synergy_Bliss=-7.82, Synergy_Loewe=-8.63, Synergy_HSA=-5.11. (2) Drug 1: CS(=O)(=O)C1=CC(=C(C=C1)C(=O)NC2=CC(=C(C=C2)Cl)C3=CC=CC=N3)Cl. Drug 2: B(C(CC(C)C)NC(=O)C(CC1=CC=CC=C1)NC(=O)C2=NC=CN=C2)(O)O. Cell line: KM12. Synergy scores: CSS=3.22, Synergy_ZIP=-9.56, Synergy_Bliss=-11.6, Synergy_Loewe=-9.65, Synergy_HSA=-10.2. (3) Drug 1: CC12CCC3C(C1CCC2O)C(CC4=C3C=CC(=C4)O)CCCCCCCCCS(=O)CCCC(C(F)(F)F)(F)F. Drug 2: C1CCC(C(C1)N)N.C(=O)(C(=O)[O-])[O-].[Pt+4]. Cell line: NCI-H226. Synergy scores: CSS=-4.79, Synergy_ZIP=5.26, Synergy_Bliss=6.57, Synergy_Loewe=-11.0, Synergy_HSA=-5.46. (4) Drug 1: C1C(C(OC1N2C=C(C(=O)NC2=O)F)CO)O. Drug 2: CC1CCC2CC(C(=CC=CC=CC(CC(C(=O)C(C(C(=CC(C(=O)CC(OC(=O)C3CCCCN3C(=O)C(=O)C1(O2)O)C(C)CC4CCC(C(C4)OC)O)C)C)O)OC)C)C)C)OC. Cell line: M14. Synergy scores: CSS=16.2, Synergy_ZIP=2.88, Synergy_Bliss=0.774, Synergy_Loewe=-2.81, Synergy_HSA=1.14. (5) Drug 1: COC1=C(C=C2C(=C1)N=CN=C2NC3=CC(=C(C=C3)F)Cl)OCCCN4CCOCC4. Drug 2: C1C(C(OC1N2C=NC(=NC2=O)N)CO)O. Cell line: IGROV1. Synergy scores: CSS=53.7, Synergy_ZIP=6.98, Synergy_Bliss=8.30, Synergy_Loewe=1.35, Synergy_HSA=8.82. (6) Drug 1: CC1=C(C=C(C=C1)NC2=NC=CC(=N2)N(C)C3=CC4=NN(C(=C4C=C3)C)C)S(=O)(=O)N.Cl. Drug 2: CC(C)(C#N)C1=CC(=CC(=C1)CN2C=NC=N2)C(C)(C)C#N. Cell line: MOLT-4. Synergy scores: CSS=6.49, Synergy_ZIP=-0.339, Synergy_Bliss=4.45, Synergy_Loewe=4.42, Synergy_HSA=4.33. (7) Drug 1: CC(C1=C(C=CC(=C1Cl)F)Cl)OC2=C(N=CC(=C2)C3=CN(N=C3)C4CCNCC4)N. Drug 2: C1CC(C1)(C(=O)O)C(=O)O.[NH2-].[NH2-].[Pt+2]. Cell line: HS 578T. Synergy scores: CSS=9.03, Synergy_ZIP=-1.06, Synergy_Bliss=1.89, Synergy_Loewe=-3.39, Synergy_HSA=-2.92. (8) Drug 1: CN(C)N=NC1=C(NC=N1)C(=O)N. Drug 2: C1=CC=C(C=C1)NC(=O)CCCCCCC(=O)NO. Cell line: HOP-62. Synergy scores: CSS=17.3, Synergy_ZIP=0.812, Synergy_Bliss=4.85, Synergy_Loewe=-6.44, Synergy_HSA=1.62.